This data is from Full USPTO retrosynthesis dataset with 1.9M reactions from patents (1976-2016). The task is: Predict the reactants needed to synthesize the given product. (1) Given the product [CH2:1]([C:3]1[C:4]([O:46][CH3:47])=[CH:5][CH:6]=[C:7]2[C:12]=1[N:11]=[C:10]([C:13]1[S:14][CH:15]=[C:16]([CH:18]([CH3:20])[CH3:19])[N:17]=1)[CH:9]=[C:8]2[O:21][CH:22]1[CH2:39][CH:38]2[CH:24]([C:25](=[O:45])[N:26]([CH3:44])[CH2:27][CH2:28][CH2:29][CH2:30][CH:31]=[CH:32][CH:33]3[C:35]([C:41]([NH:54][S:51]([CH:48]4[CH2:50][CH2:49]4)(=[O:53])=[O:52])=[O:43])([NH:36][C:37]2=[O:40])[CH2:34]3)[CH2:23]1)[CH3:2], predict the reactants needed to synthesize it. The reactants are: [CH2:1]([C:3]1[C:4]([O:46][CH3:47])=[CH:5][CH:6]=[C:7]2[C:12]=1[N:11]=[C:10]([C:13]1[S:14][CH:15]=[C:16]([CH:18]([CH3:20])[CH3:19])[N:17]=1)[CH:9]=[C:8]2[O:21][CH:22]1[CH2:39][CH:38]2[CH:24]([C:25](=[O:45])[N:26]([CH3:44])[CH2:27][CH2:28][CH2:29][CH2:30][CH:31]=[CH:32][CH:33]3[C:35]([C:41]([OH:43])=O)([NH:36][C:37]2=[O:40])[CH2:34]3)[CH2:23]1)[CH3:2].[CH:48]1([S:51]([NH2:54])(=[O:53])=[O:52])[CH2:50][CH2:49]1.ClC1C(OC)=CC=C2C=1N=C(C1SC=C(C(C)C)N=1)C=C2OC1CC2C(C(=O)N(C)CCCCC=CC3C(C(NS(C4CC4)(=O)=O)=O)(NC2=O)C3)C1. (2) Given the product [CH3:20][O:21][C:22](=[O:52])[CH:23]([O:50][CH3:51])[CH2:24][C:26]1[CH:31]=[CH:30][C:29]([O:32][CH2:33][CH2:34][CH2:35][O:36][C:37]2[CH:42]=[CH:41][C:40]([C:43]3[CH:48]=[CH:47][CH:46]=[CH:45][CH:44]=3)=[CH:39][CH:38]=2)=[CH:28][C:27]=1[F:49], predict the reactants needed to synthesize it. The reactants are: FC(F)(F)C(OC(=O)C(F)(F)F)=O.N1C=CC=CC=1.[CH3:20][O:21][C:22](=[O:52])[CH:23]([O:50][CH3:51])[CH:24]([C:26]1[CH:31]=[CH:30][C:29]([O:32][CH2:33][CH2:34][CH2:35][O:36][C:37]2[CH:42]=[CH:41][C:40]([C:43]3[CH:48]=[CH:47][CH:46]=[CH:45][CH:44]=3)=[CH:39][CH:38]=2)=[CH:28][C:27]=1[F:49])O. (3) Given the product [CH3:20][C:16]1[C:12]2[C:13](=[O:15])[O:14][C:31]([C:21]3[C:30]4[C:25](=[CH:26][CH:27]=[CH:28][CH:29]=4)[CH:24]=[CH:23][CH:22]=3)=[N:10][C:11]=2[CH:19]=[CH:18][CH:17]=1, predict the reactants needed to synthesize it. The reactants are: C(N(C(C)C)CC)(C)C.[NH2:10][C:11]1[CH:19]=[CH:18][CH:17]=[C:16]([CH3:20])[C:12]=1[C:13]([OH:15])=[O:14].[C:21]1([C:31](Cl)=O)[C:30]2[C:25](=[CH:26][CH:27]=[CH:28][CH:29]=2)[CH:24]=[CH:23][CH:22]=1.CN(C(ON1N=NC2C=CC=NC1=2)=[N+](C)C)C.F[P-](F)(F)(F)(F)F. (4) Given the product [Cl:14][C:15]1[CH:16]=[C:17]([N:31]2[C:39]3[C:34](=[CH:35][C:36]4[C:42]([NH:43][S:44]([CH:47]5[CH2:48][CH2:49]5)(=[O:46])=[O:45])=[N:41][O:40][C:37]=4[CH:38]=3)[C:33]3([CH2:50][CH2:51]3)[C:32]2=[O:52])[CH:18]=[N:19][C:20]=1[O:21][CH3:22], predict the reactants needed to synthesize it. The reactants are: BrC1C=C(Cl)C(OCC(C)C)=NC=1.[Cl:14][C:15]1[CH:16]=[C:17]([N:31]2[C:39]3[C:34](=[CH:35][C:36]4[C:42]([NH:43][S:44]([CH:47]5[CH2:49][CH2:48]5)(=[O:46])=[O:45])=[N:41][O:40][C:37]=4[CH:38]=3)[C:33]3([CH2:51][CH2:50]3)[C:32]2=[O:52])[CH:18]=[N:19][C:20]=1[O:21][C@H:22](C1C=CC(F)=CC=1)C.C1(S(Cl)(=O)=O)CC1. (5) Given the product [NH:12]1[C:13]2[C:18](=[CH:17][CH:16]=[CH:15][CH:14]=2)[C:10]([C:8](=[O:9])[CH:32]([NH:31][C:30]2[CH:40]=[CH:41][CH:42]=[C:28]([O:27][CH3:26])[CH:29]=2)[C:33]2[CH:38]=[CH:37][C:36]([CH3:39])=[CH:35][CH:34]=2)=[CH:11]1, predict the reactants needed to synthesize it. The reactants are: C(N(CC)CC)C.[CH:8]([C:10]1[C:18]2[C:13](=[CH:14][CH:15]=[CH:16][CH:17]=2)[N:12](C(OC(C)(C)C)=O)[CH:11]=1)=[O:9].[CH3:26][O:27][C:28]1[CH:29]=[C:30]([CH:40]=[CH:41][CH:42]=1)[N:31]=[CH:32][C:33]1[CH:38]=[CH:37][C:36]([CH3:39])=[CH:35][CH:34]=1. (6) Given the product [CH3:22][N:23]1[C:27]([C:28]2[CH:29]=[CH:30][CH:31]=[CH:32][CH:33]=2)=[N:26][N:25]=[C:24]1[NH:1][C:2]1[CH:21]=[CH:20][C:5]([O:6][C:7]2[C:12]([C:13]3[CH:18]=[CH:17][N:16]=[C:15]([NH2:19])[N:14]=3)=[CH:11][CH:10]=[CH:9][N:8]=2)=[CH:4][CH:3]=1, predict the reactants needed to synthesize it. The reactants are: [NH2:1][C:2]1[CH:21]=[CH:20][C:5]([O:6][C:7]2[C:12]([C:13]3[CH:18]=[CH:17][N:16]=[C:15]([NH2:19])[N:14]=3)=[CH:11][CH:10]=[CH:9][N:8]=2)=[CH:4][CH:3]=1.[CH3:22][N:23]1[C:27]([C:28]2[CH:33]=[CH:32][CH:31]=[CH:30][CH:29]=2)=[N:26][N:25]=[C:24]1S(C)(=O)=O. (7) Given the product [CH:10]1([C:12]2([OH:17])[CH2:13][CH:10]3[CH:6]([CH2:7][C:8](=[O:18])[CH2:9]3)[CH2:5]2)[CH2:9][CH2:8][CH2:7][CH2:6][CH2:5]1, predict the reactants needed to synthesize it. The reactants are: [Mg].II.Cl[CH2:5][CH2:6][CH2:7][CH2:8][CH2:9][CH3:10].Cl.[C:12]([OH:17])(=O)[C:13](O)=O.[OH2:18]. (8) Given the product [CH3:19][CH:2]([CH3:1])[C:3]([O:5][C@H:6]([C@@H:9]1[CH2:10][C@@H:11]([O:15][C:14](=[O:13])[CH3:17])[C@@H:12]([O:23][C:20](=[O:22])[CH3:21])[O:18]1)[CH2:7][CH3:8])=[O:4], predict the reactants needed to synthesize it. The reactants are: [CH3:1][CH:2]([CH3:19])[C:3]([O:5][C@H:6]([C@H:9]1[O:18][C@@H:12]2[O:13][C:14]([CH3:17])(C)[O:15][C@@H:11]2[CH2:10]1)[CH2:7][CH3:8])=[O:4].[C:20]([O:23]C(=O)C)(=[O:22])[CH3:21].C(O)(=O)C.S(=O)(=O)(O)O. (9) Given the product [CH3:15][S:16]([C:19]1[CH:24]=[CH:23][C:22]([CH2:25][NH:26][C:12]([C:10]2[S:11][C:7]([C:4]3[CH:3]=[CH:2][N:1]=[CH:6][CH:5]=3)=[CH:8][CH:9]=2)=[O:14])=[CH:21][CH:20]=1)(=[O:17])=[O:18], predict the reactants needed to synthesize it. The reactants are: [N:1]1[CH:6]=[CH:5][C:4]([C:7]2[S:11][C:10]([C:12]([OH:14])=O)=[CH:9][CH:8]=2)=[CH:3][CH:2]=1.[CH3:15][S:16]([C:19]1[CH:24]=[CH:23][C:22]([CH2:25][NH2:26])=[CH:21][CH:20]=1)(=[O:18])=[O:17]. (10) Given the product [CH3:22][C:21]1[C:16]([N:13]2[CH2:14][CH2:15][N:10]([C:8]([C:5]3[CH:6]=[CH:7][C:2]([N:28]4[CH2:27][C@H:26]([CH3:25])[O:30][C:29]4=[O:31])=[CH:3][C:4]=3[F:24])=[O:9])[CH2:11][CH2:12]2)=[N:17][CH:18]=[C:19]([CH3:23])[CH:20]=1, predict the reactants needed to synthesize it. The reactants are: Br[C:2]1[CH:7]=[CH:6][C:5]([C:8]([N:10]2[CH2:15][CH2:14][N:13]([C:16]3[C:21]([CH3:22])=[CH:20][C:19]([CH3:23])=[CH:18][N:17]=3)[CH2:12][CH2:11]2)=[O:9])=[C:4]([F:24])[CH:3]=1.[CH3:25][C@@H:26]1[O:30][C:29](=[O:31])[NH:28][CH2:27]1.